This data is from Full USPTO retrosynthesis dataset with 1.9M reactions from patents (1976-2016). The task is: Predict the reactants needed to synthesize the given product. (1) Given the product [C:1]1(/[C:7](/[C:17]2[CH:18]=[CH:19][C:20]([O:21][CH2:22][CH2:23][N:24]([CH3:42])[CH2:25][CH2:26][O:27][CH2:28][CH2:29][O:30][CH2:31][CH2:32][O:33][CH2:34][C:35]([OH:37])=[O:36])=[CH:43][CH:44]=2)=[C:8](/[C:11]2[CH:16]=[CH:15][CH:14]=[CH:13][CH:12]=2)\[CH2:9][CH3:10])[CH:6]=[CH:5][CH:4]=[CH:3][CH:2]=1, predict the reactants needed to synthesize it. The reactants are: [C:1]1(/[C:7](/[C:17]2[CH:44]=[CH:43][C:20]([O:21][CH2:22][CH2:23][N:24]([CH3:42])[CH2:25][CH2:26][O:27][CH2:28][CH2:29][O:30][CH2:31][CH2:32][O:33][CH2:34][C:35]([O:37]C(C)(C)C)=[O:36])=[CH:19][CH:18]=2)=[C:8](/[C:11]2[CH:16]=[CH:15][CH:14]=[CH:13][CH:12]=2)\[CH2:9][CH3:10])[CH:6]=[CH:5][CH:4]=[CH:3][CH:2]=1.C(O)(C(F)(F)F)=O. (2) Given the product [F:17][C:12]([F:18])([C:9]1[CH:10]=[C:11]2[C:6]([CH:5]=[CH:4][N:3]=[C:2]2[NH:19][CH2:20][C:21]([NH:23][CH:24]2[CH2:27][N:26]([C:28]([O:30][C:31]([CH3:34])([CH3:33])[CH3:32])=[O:29])[CH2:25]2)=[O:22])=[CH:7][CH:8]=1)[C:13]([F:16])([F:15])[F:14], predict the reactants needed to synthesize it. The reactants are: Cl[C:2]1[C:11]2[C:6](=[CH:7][CH:8]=[C:9]([C:12]([F:18])([F:17])[C:13]([F:16])([F:15])[F:14])[CH:10]=2)[CH:5]=[CH:4][N:3]=1.[NH2:19][CH2:20][C:21]([NH:23][CH:24]1[CH2:27][N:26]([C:28]([O:30][C:31]([CH3:34])([CH3:33])[CH3:32])=[O:29])[CH2:25]1)=[O:22].C([O-])([O-])=O.[Cs+].[Cs+].C1C=CC(P(C2C(C3C(P(C4C=CC=CC=4)C4C=CC=CC=4)=CC=C4C=3C=CC=C4)=C3C(C=CC=C3)=CC=2)C2C=CC=CC=2)=CC=1. (3) Given the product [NH:18]1[C:19]2[C:15](=[CH:14][C:13]([NH:12][C:2]3[N:10]=[C:9]([CH3:11])[CH:8]=[CH:7][C:3]=3[C:4]([OH:6])=[O:5])=[CH:21][CH:20]=2)[CH:16]=[N:17]1, predict the reactants needed to synthesize it. The reactants are: Cl[C:2]1[N:10]=[C:9]([CH3:11])[CH:8]=[CH:7][C:3]=1[C:4]([OH:6])=[O:5].[NH2:12][C:13]1[CH:14]=[C:15]2[C:19](=[CH:20][CH:21]=1)[NH:18][N:17]=[CH:16]2.N1C=CC=CC=1.O. (4) Given the product [CH2:8]([O:12][C:13]1[CH:14]=[CH:15][C:16]([C:17]([O:19][CH3:20])=[O:18])=[CH:21][CH:22]=1)[C:9]#[C:10][CH3:11], predict the reactants needed to synthesize it. The reactants are: C(=O)([O-])[O-].[K+].[K+].Br[CH2:8][C:9]#[C:10][CH3:11].[OH:12][C:13]1[CH:22]=[CH:21][C:16]([C:17]([O:19][CH3:20])=[O:18])=[CH:15][CH:14]=1. (5) Given the product [Cl:18][C:19]1[CH:24]=[CH:23][C:22]([C:2]2[C:11]3[C:6](=[CH:7][CH:8]=[CH:9][CH:10]=3)[CH:5]=[C:4]([NH:12][C:13]3[CH:17]=[CH:16][NH:15][N:14]=3)[N:3]=2)=[CH:21][CH:20]=1, predict the reactants needed to synthesize it. The reactants are: Cl[C:2]1[C:11]2[C:6](=[CH:7][CH:8]=[CH:9][CH:10]=2)[CH:5]=[C:4]([NH:12][C:13]2[CH:17]=[CH:16][NH:15][N:14]=2)[N:3]=1.[Cl:18][C:19]1[CH:24]=[CH:23][C:22](B(O)O)=[CH:21][CH:20]=1. (6) The reactants are: [NH2:1]/[C:2](=[C:5](\[NH2:8])/[C:6]#[N:7])/[C:3]#[N:4].[F:9][C:10]([F:18])([F:17])[C:11](=O)[C:12](OC)=[O:13]. Given the product [O:13]=[C:12]1[NH:1][C:2]([C:3]#[N:4])=[C:5]([C:6]#[N:7])[N:8]=[C:11]1[C:10]([F:18])([F:17])[F:9], predict the reactants needed to synthesize it.